This data is from Catalyst prediction with 721,799 reactions and 888 catalyst types from USPTO. The task is: Predict which catalyst facilitates the given reaction. (1) Reactant: [CH3:1][N:2]1[CH:6]=[C:5]([C:7]2[CH:8]=[C:9]([C:13]3[N:18]=[CH:17][C:16]([C:19]4[CH:20]=[N:21][NH:22][CH:23]=4)=[CH:15][N:14]=3)[CH:10]=[CH:11][CH:12]=2)[CH:4]=[N:3]1.[H-].[Na+].Cl[CH2:27][CH2:28][CH2:29][O:30][CH3:31]. Product: [CH3:31][O:30][CH2:29][CH2:28][CH2:27][N:21]1[CH:20]=[C:19]([C:16]2[CH:17]=[N:18][C:13]([C:9]3[CH:10]=[CH:11][CH:12]=[C:7]([C:5]4[CH:4]=[N:3][N:2]([CH3:1])[CH:6]=4)[CH:8]=3)=[N:14][CH:15]=2)[CH:23]=[N:22]1. The catalyst class is: 3. (2) Reactant: FC(F)(F)S(O[C:7]1[CH:12]=[CH:11][C:10]([CH2:13][CH2:14][CH:15]([CH2:20][CH2:21][CH2:22][C:23]2[CH:28]=[CH:27][CH:26]=[CH:25][CH:24]=2)[C:16]([O:18][CH3:19])=[O:17])=[CH:9][CH:8]=1)(=O)=O.C([O-])([O-])=O.[Cs+].[Cs+].[C:37]1(B(O)O)[CH:42]=[CH:41][CH:40]=[CH:39][CH:38]=1.O. Product: [C:7]1([C:37]2[CH:42]=[CH:41][CH:40]=[CH:39][CH:38]=2)[CH:12]=[CH:11][C:10]([CH2:13][CH2:14][CH:15]([CH2:20][CH2:21][CH2:22][C:23]2[CH:28]=[CH:27][CH:26]=[CH:25][CH:24]=2)[C:16]([O:18][CH3:19])=[O:17])=[CH:9][CH:8]=1. The catalyst class is: 128.